Dataset: Experimentally validated miRNA-target interactions with 360,000+ pairs, plus equal number of negative samples. Task: Binary Classification. Given a miRNA mature sequence and a target amino acid sequence, predict their likelihood of interaction. (1) The miRNA is hsa-miR-3153 with sequence GGGGAAAGCGAGUAGGGACAUUU. The protein sequence of the target gene is MIWKRSAVLRFYSVCGLLLQGSQGQFPLTQNVTVVEGGTAILTCRVDQNDNTSLQWSNPAQQTLYFDDKKALRDNRIELVRASWHELSISVSDVSLSDEGQYTCSLFTMPVKTSKAYLTVLGVPEKPQISGFSSPVMEGDLMQLTCKTSGSKPAADIRWFKNDKEIKDVKYLKEEDANRKTFTVSSTLDFRVDRSDDGVAVICRVDHESLNATPQVAMQVLEIHYTPSVKIIPSTPFPQEGQPLILTCESKGKPLPEPVLWTKDGGELPDPDRMVVSGRELNILFLNKTDNGTYRCEATN.... Result: 0 (no interaction). (2) The miRNA is hsa-miR-3186-3p with sequence UCACGCGGAGAGAUGGCUUUG. The protein sequence of the target gene is MSHRTSSTFRAERSFHSSSSSSSSSTSSSASRALPAQDPPMEKALSMFSDDFGSFMRPHSEPLAFPARPGGAGNIKTLGDAYEFAVDVRDFSPEDIIVTTSNNHIEVRAEKLAADGTVMNTFAHKCQLPEDVDPTSVTSALREDGSLTIRARRHPHTEHVQQTFRTEIKI. Result: 0 (no interaction). (3) The miRNA is hsa-let-7b-5p with sequence UGAGGUAGUAGGUUGUGUGGUU. The protein sequence of the target gene is MLEMRDVYMEEDVYQLQELRQQLDQASKTCRILQYRLRKAERRSLRAAQTGQVDGELIRGLEQDVKVSKDISMRLHKELEVVEKKRARLEEENEELRQRLIETELAKQVLQTELERPREHSLKKRGTRSLGKADKKTLVQEDSADLKCQLHFAKEESALMCKKLTKLAKENDSMKEELLKYRSLYGDLDSALSAEELADAPHSRETELKVHLKLVEEEANLLSRRIVELEVENRGLRAEMDDMKDHGGGCGGPEARLAFSALGGGECGESLAELRRHLQFVEEEAELLRRSSAELEDQNK.... Result: 0 (no interaction). (4) The miRNA is hsa-miR-7160-3p with sequence CAGGGCCCUGGCUUUAGCAGA. The protein sequence of the target gene is MKDRTQELRTAKDSDDDDDVAVTVDRDRFMDEFFEQVEEIRGFIDKIAENVEEVKRKHSAILASPNPDEKTKEELEELMSDIKKTANKVRSKLKSIEQSIEQEEGLNRSSADLRIRKTQHSTLSRKFVEVMSEYNATQSDYRERCKGRIQRQLEITGRTTTSEELEDMLESGNPAIFASGIIMDSSISKQALSEIETRHSEIIKLENSIRELHDMFMDMAMLVESQGEMIDRIEYNVEHAVDYVERAVSDTKKAVKYQSKARRKKIMIIICCVILGIVIASTVGGIFA. Result: 1 (interaction). (5) The miRNA is hsa-miR-4721 with sequence UGAGGGCUCCAGGUGACGGUGG. The protein sequence of the target gene is MASWLPETLFEIVGQGPAPSKDYYQLLITRTQIIFRWWKISLRSEYRSAKPGETKESHEDFLDNSHLQVQVAVVFGTKILDYVFNLCEGKFDYLERLSDRLLLKIICYLDLEDIASLSQTSSKFEKLCKSDLLWEQIVQSTCDTITPDMRALAKNMGWRQMFLTNNIQLQRQTRKKKQRQENQAEKLA. Result: 0 (no interaction). (6) The miRNA is hsa-miR-196b-5p with sequence UAGGUAGUUUCCUGUUGUUGGG. The protein sequence of the target gene is MEVTGDAGVPESGEIRTLKPCLLRRNYSREQHGVAASCLEDLRSKACDILAIDKSLTPVTLVLAEDGTIVDDDDYFLCLPSNTKFVALASNEKWAYNNSDGGTAWISQESFDVDETDSGAGLKWKNVARQLKEDLSSIILLSEEDLQMLVDAPCSDLAQELRQSCATVQRLQHTLQQVLDQREEVRQSKQLLQLYLQALEKEGSLLSKQEESKAAFGEEVDAVDTGISRETSSDVALASHILTALREKQAPELSLSSQDLELVTKEDPKALAVALNWDIKKTETVQEACERELALRLQQT.... Result: 1 (interaction). (7) The miRNA is hsa-miR-4724-5p with sequence AACUGAACCAGGAGUGAGCUUCG. The protein sequence of the target gene is MEPLAAYPLKCSGPRAKVFAVLLSIVLCTVTLFLLQLKFLKPKINSFYAFEVKDAKGRTVSLEKYKGKVSLVVNVASDCQLTDRNYLGLKELHKEFGPSHFSVLAFPCNQFGESEPRPSKEVESFARKNYGVTFPIFHKIKILGSEGEPAFRFLVDSSKKEPRWNFWKYLVNPEGQVVKFWKPEEPIEVIRPDIAALVRQVIIKKKEDL. Result: 1 (interaction).